From a dataset of Forward reaction prediction with 1.9M reactions from USPTO patents (1976-2016). Predict the product of the given reaction. The product is: [C:19]([C:11]1[C:10]([C:12]2[CH:13]=[CH:14][CH:15]=[CH:16][CH:17]=2)=[N:9][N:7]2[CH:8]=[C:3]([O:2][CH3:1])[CH:4]=[CH:5][C:6]=12)(=[O:20])[CH3:18]. Given the reactants [CH3:1][O:2][C:3]1[CH:4]=[CH:5][C:6]2[N:7]([N:9]=[C:10]([C:12]3[CH:17]=[CH:16][CH:15]=[CH:14][CH:13]=3)[CH:11]=2)[CH:8]=1.[CH3:18][C:19](OC(C)=O)=[O:20], predict the reaction product.